This data is from Full USPTO retrosynthesis dataset with 1.9M reactions from patents (1976-2016). The task is: Predict the reactants needed to synthesize the given product. (1) The reactants are: [CH3:1][C:2]1[C:3]([OH:16])=[N:4][CH:5]=[N:6][C:7]=1[CH2:8][C:9]1[CH:14]=[CH:13][CH:12]=[CH:11][C:10]=1[CH3:15].Br[C:18]1[CH:23]=[CH:22][C:21]([OH:24])=[C:20]([F:25])[CH:19]=1.CNCCNC.P([O-])([O-])([O-])=O.[K+].[K+].[K+]. Given the product [F:25][C:20]1[CH:19]=[C:18]([N:4]2[C:3](=[O:16])[C:2]([CH3:1])=[C:7]([CH2:8][C:9]3[CH:14]=[CH:13][CH:12]=[CH:11][C:10]=3[CH3:15])[N:6]=[CH:5]2)[CH:23]=[CH:22][C:21]=1[OH:24], predict the reactants needed to synthesize it. (2) Given the product [CH3:11][C:6]1[CH:5]=[C:4]([NH:1][C:2](=[O:3])[NH:12][C:13]2[CH:18]=[CH:17][C:16]([C:19]3[O:23][C:22]([C:24]([NH:26][CH:27]([CH:32]([CH3:34])[CH3:33])[C:28]([O:30][CH3:31])=[O:29])=[O:25])=[N:21][CH:20]=3)=[CH:15][CH:14]=2)[CH:9]=[CH:8][C:7]=1[CH3:10], predict the reactants needed to synthesize it. The reactants are: [N:1]([C:4]1[CH:9]=[CH:8][C:7]([CH3:10])=[C:6]([CH3:11])[CH:5]=1)=[C:2]=[O:3].[NH2:12][C:13]1[CH:18]=[CH:17][C:16]([C:19]2[O:23][C:22]([C:24]([NH:26][CH:27]([CH:32]([CH3:34])[CH3:33])[C:28]([O:30][CH3:31])=[O:29])=[O:25])=[N:21][CH:20]=2)=[CH:15][CH:14]=1.